From a dataset of Catalyst prediction with 721,799 reactions and 888 catalyst types from USPTO. Predict which catalyst facilitates the given reaction. (1) Reactant: [CH2:1]([O:3][CH:4]([O:18][CH2:19][CH3:20])/[N:5]=[CH:6]/[C:7]1[CH:12]=[CH:11][CH:10]=[C:9]([O:13][CH2:14][CH3:15])[C:8]=1[O:16][CH3:17])[CH3:2].[BH4-].[Na+].O. Product: [CH2:1]([O:3][CH:4]([O:18][CH2:19][CH3:20])[NH:5][CH2:6][C:7]1[CH:12]=[CH:11][CH:10]=[C:9]([O:13][CH2:14][CH3:15])[C:8]=1[O:16][CH3:17])[CH3:2]. The catalyst class is: 14. (2) Reactant: [Cl:1][C:2]1[CH:7]=[CH:6][C:5]([CH:8]([CH3:12])[C:9]([OH:11])=O)=[CH:4][C:3]=1[C:13]([F:16])([F:15])[F:14].[NH2:17][C:18]1[CH:27]=[CH:26][CH:25]=[C:24]2[C:19]=1[CH:20]=[CH:21][N:22]([C:29]1[CH:33]=[C:32]([CH3:34])[NH:31][N:30]=1)[C:23]2=[O:28].C(N(CC)C(C)C)(C)C.C(OCC)(=O)C. Product: [Cl:1][C:2]1[CH:7]=[CH:6][C:5]([CH:8]([CH3:12])[C:9]([NH:17][C:18]2[CH:27]=[CH:26][CH:25]=[C:24]3[C:19]=2[CH:20]=[CH:21][N:22]([C:29]2[CH:33]=[C:32]([CH3:34])[NH:31][N:30]=2)[C:23]3=[O:28])=[O:11])=[CH:4][C:3]=1[C:13]([F:16])([F:15])[F:14]. The catalyst class is: 309.